Dataset: Full USPTO retrosynthesis dataset with 1.9M reactions from patents (1976-2016). Task: Predict the reactants needed to synthesize the given product. (1) The reactants are: [Cl:1][C:2]1[CH:7]=[CH:6][C:5]([C:8]2[C:9]([O:17][CH2:18][CH2:19][OH:20])=[N:10][CH:11]=[C:12]([CH:16]=2)[C:13]([OH:15])=O)=[CH:4][CH:3]=1.[F:21][C:22]([F:31])([F:30])[C:23]1[N:27]=[C:26]([CH2:28][NH2:29])[O:25][N:24]=1. Given the product [Cl:1][C:2]1[CH:3]=[CH:4][C:5]([C:8]2[C:9]([O:17][CH2:18][CH2:19][OH:20])=[N:10][CH:11]=[C:12]([CH:16]=2)[C:13]([NH:29][CH2:28][C:26]2[O:25][N:24]=[C:23]([C:22]([F:31])([F:30])[F:21])[N:27]=2)=[O:15])=[CH:6][CH:7]=1, predict the reactants needed to synthesize it. (2) Given the product [CH3:1][O:2][C:3](=[O:23])[NH:4][C:5]1[CH:10]=[CH:9][C:8]([NH:11][CH2:12][CH2:13][N:14]2[CH2:19][CH2:18][CH2:17][CH2:16][CH2:15]2)=[C:7]([NH2:20])[CH:6]=1, predict the reactants needed to synthesize it. The reactants are: [CH3:1][O:2][C:3](=[O:23])[NH:4][C:5]1[CH:10]=[CH:9][C:8]([NH:11][CH2:12][CH2:13][N:14]2[CH2:19][CH2:18][CH2:17][CH2:16][CH2:15]2)=[C:7]([N+:20]([O-])=O)[CH:6]=1. (3) The reactants are: [CH3:1][O:2][C:3]1[CH:4]=[C:5]2[C:9](=[C:10]([O:12][CH3:13])[CH:11]=1)[C:8](=[O:14])[CH2:7][CH2:6]2.C([O:19][N:20]=O)CCC.Cl. Given the product [CH3:1][O:2][C:3]1[CH:4]=[C:5]2[C:9](=[C:10]([O:12][CH3:13])[CH:11]=1)[C:8](=[O:14])[C:7](=[N:20][OH:19])[CH2:6]2, predict the reactants needed to synthesize it.